Task: Predict the reaction yield, written as a fraction of the theoretical maximum amount of product (1.0 means a 100% yield; for example, 0.34 means a 34% yield).. Dataset: Reaction yield outcomes from USPTO patents with 853,638 reactions (1) The reactants are [CH3:1][O:2][C:3]([C:5]1[CH:6]=[C:7]([C:12]2[CH:17]=[CH:16][C:15]([CH3:18])=[CH:14][C:13]=2[F:19])[CH:8]=[C:9](I)[CH:10]=1)=[O:4].C[C:21]1[N:22]=[CH:23][S:24][CH:25]=1.CC(O[K])=O. The catalyst is CC(N(C)C)=O.C1C=CC([P]([Pd]([P](C2C=CC=CC=2)(C2C=CC=CC=2)C2C=CC=CC=2)([P](C2C=CC=CC=2)(C2C=CC=CC=2)C2C=CC=CC=2)[P](C2C=CC=CC=2)(C2C=CC=CC=2)C2C=CC=CC=2)(C2C=CC=CC=2)C2C=CC=CC=2)=CC=1. The product is [CH3:1][O:2][C:3]([C:5]1[CH:6]=[C:7]([C:12]2[CH:17]=[CH:16][C:15]([CH3:18])=[CH:14][C:13]=2[F:19])[CH:8]=[C:9]([C:25]2[S:24][CH:23]=[N:22][CH:21]=2)[CH:10]=1)=[O:4]. The yield is 0.680. (2) The reactants are [CH2:1]([O:3][C:4](=[O:23])[C:5]([C:7]1[C:8]([CH3:22])=[N:9][C:10]2[N:11]([N:14]=[C:15]([C:17]([O:19][CH2:20][CH3:21])=[O:18])[CH:16]=2)[C:12]=1[I:13])=[O:6])[CH3:2].CB1N2CCC[C@@H]2C(C2C=CC=CC=2)(C2C=CC=CC=2)O1.C1(C)C=CC=CC=1. The catalyst is C1(C)C=CC=CC=1.CCOC(C)=O.C([O-])([O-])=O.[Na+].[Na+]. The product is [CH2:1]([O:3][C:4](=[O:23])[C@H:5]([C:7]1[C:8]([CH3:22])=[N:9][C:10]2[N:11]([N:14]=[C:15]([C:17]([O:19][CH2:20][CH3:21])=[O:18])[CH:16]=2)[C:12]=1[I:13])[OH:6])[CH3:2]. The yield is 0.820. (3) The product is [Br:5][C:6]1[CH:7]=[N:8][CH:9]=[C:10]([CH:14]=1)[C:11]([O:13][CH2:15][CH3:16])=[O:12]. The yield is 0.820. The reactants are S(Cl)(Cl)=O.[Br:5][C:6]1[CH:7]=[N:8][CH:9]=[C:10]([CH:14]=1)[C:11]([OH:13])=[O:12].[CH2:15](O)[CH3:16]. No catalyst specified. (4) The reactants are P(Cl)(Cl)(Cl)=O.[Cl:6][C:7]1[CH:12]=[N:11][CH:10]=[C:9]([N:13]2[CH2:17][CH2:16][CH2:15][CH:14]2[CH2:18][O:19][CH3:20])[N:8]=1.O.CN([CH:25]=[O:26])C. No catalyst specified. The product is [Cl:6][C:7]1[C:12]([CH:25]=[O:26])=[N:11][CH:10]=[C:9]([N:13]2[CH2:17][CH2:16][CH2:15][CH:14]2[CH2:18][O:19][CH3:20])[N:8]=1. The yield is 0.640. (5) The reactants are [C:1]([O:5][C:6]([N:8]1[CH2:12][CH2:11][CH2:10][C@@H:9]1[CH2:13][O:14][C:15]1[CH:20]=[CH:19][C:18]([CH2:21][C:22]2[CH:27]=[CH:26][C:25](I)=[CH:24][CH:23]=2)=[CH:17][CH:16]=1)=[O:7])([CH3:4])([CH3:3])[CH3:2].[N:29]1[CH:34]=[CH:33][C:32](B(O)O)=[CH:31][CH:30]=1.C1(P(C2C=CC=CC=2)C2C=CC=CC=2)C=CC=CC=1.C(=O)([O-])[O-].[K+].[K+]. The catalyst is COCCOC.C([O-])(=O)C.[Pd+2].C([O-])(=O)C.O.C(O)C. The product is [C:1]([O:5][C:6]([N:8]1[CH2:12][CH2:11][CH2:10][C@@H:9]1[CH2:13][O:14][C:15]1[CH:20]=[CH:19][C:18]([CH2:21][C:22]2[CH:27]=[CH:26][C:25]([C:32]3[CH:33]=[CH:34][N:29]=[CH:30][CH:31]=3)=[CH:24][CH:23]=2)=[CH:17][CH:16]=1)=[O:7])([CH3:4])([CH3:3])[CH3:2]. The yield is 0.600.